Dataset: Reaction yield outcomes from USPTO patents with 853,638 reactions. Task: Predict the reaction yield, written as a fraction of the theoretical maximum amount of product (1.0 means a 100% yield; for example, 0.34 means a 34% yield). The reactants are [C:1]([C:5]1[CH:10]=[C:9]([CH2:11][CH3:12])[CH:8]=[CH:7][C:6]=1[OH:13])([CH3:4])([CH3:3])[CH3:2].CCN(CC)CC.Cl[C:22]([O:24][CH3:25])=[O:23].O. The catalyst is C(Cl)Cl. The product is [C:22](=[O:23])([O:24][CH3:25])[O:13][C:6]1[CH:7]=[CH:8][C:9]([CH2:11][CH3:12])=[CH:10][C:5]=1[C:1]([CH3:4])([CH3:3])[CH3:2]. The yield is 0.910.